Predict the reaction yield, written as a fraction of the theoretical maximum amount of product (1.0 means a 100% yield; for example, 0.34 means a 34% yield). From a dataset of Buchwald-Hartwig C-N cross coupling reaction yields with 55,370 reactions. (1) The reactants are COc1ccc(I)cc1.Cc1ccc(N)cc1.O=S(=O)(O[Pd]1c2ccccc2-c2ccccc2N~1)C(F)(F)F.CC(C)c1cc(C(C)C)c(-c2ccccc2P(C2CCCCC2)C2CCCCC2)c(C(C)C)c1.CN(C)C(=NC(C)(C)C)N(C)C.COC(=O)c1ccno1. No catalyst specified. The product is COc1ccc(Nc2ccc(C)cc2)cc1. The yield is 0.0287. (2) The reactants are Brc1ccccn1.Cc1ccc(N)cc1.O=S(=O)(O[Pd]1c2ccccc2-c2ccccc2N~1)C(F)(F)F.COc1ccc(OC)c(P([C@]23C[C@H]4C[C@H](C[C@H](C4)C2)C3)[C@]23C[C@H]4C[C@H](C[C@H](C4)C2)C3)c1-c1c(C(C)C)cc(C(C)C)cc1C(C)C.CN(C)C(=NC(C)(C)C)N(C)C.CCOC(=O)c1cc(C)no1. No catalyst specified. The product is Cc1ccc(Nc2ccccn2)cc1. The yield is 0.517. (3) The reactants are COc1ccc(I)cc1.Cc1ccc(N)cc1.O=S(=O)(O[Pd]1c2ccccc2-c2ccccc2N~1)C(F)(F)F.CC(C)c1cc(C(C)C)c(-c2ccccc2P(C(C)(C)C)C(C)(C)C)c(C(C)C)c1.CN(C)C(=NC(C)(C)C)N(C)C.c1ccc(CN(Cc2ccccc2)c2ccon2)cc1. No catalyst specified. The product is COc1ccc(Nc2ccc(C)cc2)cc1. The yield is 0.521. (4) The reactants are COc1ccc(Cl)cc1.Cc1ccc(N)cc1.O=S(=O)(O[Pd]1c2ccccc2-c2ccccc2N~1)C(F)(F)F.COc1ccc(OC)c(P(C(C)(C)C)C(C)(C)C)c1-c1c(C(C)C)cc(C(C)C)cc1C(C)C.CN1CCCN2CCCN=C12.Cc1cc(-n2cccc2)no1. No catalyst specified. The product is COc1ccc(Nc2ccc(C)cc2)cc1. The yield is 0.0123. (5) The reactants are Clc1cccnc1.Cc1ccc(N)cc1.O=S(=O)(O[Pd]1c2ccccc2-c2ccccc2N~1)C(F)(F)F.CC(C)c1cc(C(C)C)c(-c2ccccc2P(C(C)(C)C)C(C)(C)C)c(C(C)C)c1.CN1CCCN2CCCN=C12.COC(=O)c1cc(-c2cccs2)on1. No catalyst specified. The product is Cc1ccc(Nc2cccnc2)cc1. The yield is 0.0718. (6) The reactants are FC(F)(F)c1ccc(Cl)cc1.Cc1ccc(N)cc1.O=S(=O)(O[Pd]1c2ccccc2-c2ccccc2N~1)C(F)(F)F.COc1ccc(OC)c(P([C@]23C[C@H]4C[C@H](C[C@H](C4)C2)C3)[C@]23C[C@H]4C[C@H](C[C@H](C4)C2)C3)c1-c1c(C(C)C)cc(C(C)C)cc1C(C)C.CN(C)C(=NC(C)(C)C)N(C)C.Fc1cccc(F)c1-c1ccno1. No catalyst specified. The product is Cc1ccc(Nc2ccc(C(F)(F)F)cc2)cc1. The yield is 0.0251. (7) No catalyst specified. The yield is 0.172. The reactants are Clc1ccccn1.Cc1ccc(N)cc1.O=S(=O)(O[Pd]1c2ccccc2-c2ccccc2N~1)C(F)(F)F.CC(C)c1cc(C(C)C)c(-c2ccccc2P(C2CCCCC2)C2CCCCC2)c(C(C)C)c1.CCN=P(N=P(N(C)C)(N(C)C)N(C)C)(N(C)C)N(C)C.c1ccc2oncc2c1. The product is Cc1ccc(Nc2ccccn2)cc1. (8) The product is COc1ccc(Nc2ccc(C)cc2)cc1. The reactants are COc1ccc(Cl)cc1.Cc1ccc(N)cc1.O=S(=O)(O[Pd]1c2ccccc2-c2ccccc2N~1)C(F)(F)F.CC(C)c1cc(C(C)C)c(-c2ccccc2P(C2CCCCC2)C2CCCCC2)c(C(C)C)c1.CN1CCCN2CCCN=C12.Cc1cc(-n2cccc2)no1. No catalyst specified. The yield is 0.0180.